From a dataset of Catalyst prediction with 721,799 reactions and 888 catalyst types from USPTO. Predict which catalyst facilitates the given reaction. (1) Reactant: [C:1]([O:5][C:6](=[O:14])[NH:7][C:8]1[NH:9][N:10]=[C:11]([NH2:13])[CH:12]=1)([CH3:4])([CH3:3])[CH3:2].C([N:23]=[C:24]=[S:25])(=O)C1C=CC=CC=1.[OH-].[Na+].CCOC(C)=O. Product: [C:1]([O:5][C:6](=[O:14])[NH:7][C:8]1[NH:9][N:10]=[C:11]([NH:13][C:24]([NH2:23])=[S:25])[CH:12]=1)([CH3:4])([CH3:2])[CH3:3]. The catalyst class is: 1. (2) Reactant: CC([N:5]([CH2:9][CH2:10][CH2:11][CH2:12][NH:13][C:14](=[O:32])[C@H:15]([CH2:28][CH:29]([CH3:31])[CH3:30])[NH:16][C:17]([C:19]1[S:20][C:21]2[CH:27]=[CH:26][CH:25]=[CH:24][C:22]=2[CH:23]=1)=[O:18])C(=O)[O-])(C)C.[ClH:33]. Product: [ClH:33].[NH2:5][CH2:9][CH2:10][CH2:11][CH2:12][NH:13][C:14]([C@@H:15]([NH:16][C:17]([C:19]1[S:20][C:21]2[CH:27]=[CH:26][CH:25]=[CH:24][C:22]=2[CH:23]=1)=[O:18])[CH2:28][CH:29]([CH3:30])[CH3:31])=[O:32]. The catalyst class is: 135. (3) Reactant: Br[C:2]1[CH:7]=[CH:6][C:5]([C:8]2C=C[C:11]3[N:15]=[C:14]([C@@H:16]4[CH2:20][CH2:19][CH2:18][N:17]4[C:21]([O:23][C:24]([CH3:27])([CH3:26])[CH3:25])=[O:22])[NH:13][C:12]=3[CH:28]=2)=[CH:4][CH:3]=1.[C:29]([C:31]1[NH:35][C:34]([C@@H:36]2[CH2:40][CH2:39][CH2:38][N:37]2[C:41]([O:43][C:44]([CH3:47])([CH3:46])[CH3:45])=[O:42])=[N:33][CH:32]=1)#[CH:30].[CH2:48](N(CC)CC)[CH3:49].N#N. Product: [C:44]([O:43][C:41]([N:37]1[CH2:38][CH2:39][CH2:40][C@H:36]1[C:34]1[NH:33][C:32]2[CH:48]=[C:49]([C:2]3[CH:3]=[CH:4][C:5]([C:8]#[C:28][C:12]4[NH:13][C:14]([C@@H:16]5[CH2:20][CH2:19][CH2:18][N:17]5[C:21]([O:23][C:24]([CH3:26])([CH3:27])[CH3:25])=[O:22])=[N:15][CH:11]=4)=[CH:6][CH:7]=3)[CH:30]=[CH:29][C:31]=2[N:35]=1)=[O:42])([CH3:47])([CH3:46])[CH3:45]. The catalyst class is: 555. (4) The catalyst class is: 5. Product: [Cl:23][C:24]1[CH:29]=[CH:28][C:27]([CH2:30][CH2:31][NH:32][C:13]([C:10]2[S:11][C:12]3[C:4]([N+:1]([O-:3])=[O:2])=[CH:5][C:6]([C:19]([F:21])([F:22])[F:20])=[CH:7][C:8]=3[N+:9]=2[O-:18])=[O:15])=[CH:26][CH:25]=1. Reactant: [N+:1]([C:4]1[C:12]2[S:11][C:10]([C:13]([O:15]CC)=O)=[N+:9]([O-:18])[C:8]=2[CH:7]=[C:6]([C:19]([F:22])([F:21])[F:20])[CH:5]=1)([O-:3])=[O:2].[Cl:23][C:24]1[CH:29]=[CH:28][C:27]([CH2:30][CH2:31][NH2:32])=[CH:26][CH:25]=1.